Dataset: Reaction yield outcomes from USPTO patents with 853,638 reactions. Task: Predict the reaction yield, written as a fraction of the theoretical maximum amount of product (1.0 means a 100% yield; for example, 0.34 means a 34% yield). (1) The reactants are [NH2:1][C:2]1[C:3]([C:12](=O)[CH3:13])=[CH:4][CH:5]=[C:6]2[C:11]=1[N:10]=[CH:9][CH:8]=[CH:7]2.[CH3:15][NH:16][S:17](Cl)(=[O:19])=[O:18].[BH4-].[Na+]. The catalyst is N1C=CC=CC=1. The product is [CH3:13][CH:12]1[C:3]2[CH:4]=[CH:5][C:6]3[C:11](=[N:10][CH:9]=[CH:8][CH:7]=3)[C:2]=2[NH:1][S:17](=[O:19])(=[O:18])[N:16]1[CH3:15]. The yield is 0.130. (2) The reactants are [CH3:1][O:2][C:3]1[CH:4]=[C:5]2[C:10](=[CH:11][C:12]=1[O:13][CH3:14])[N:9]=[CH:8][CH:7]=[C:6]2[O:15][C:16]1[CH:21]=[CH:20][C:19]([NH:22][CH2:23][C:24]2[CH:29]=[CH:28][CH:27]=[CH:26][C:25]=2[NH2:30])=[CH:18][CH:17]=1.[C:31](N1C=CN=C1)(N1C=CN=C1)=[O:32]. The catalyst is CN(C)C=O.O1CCCC1.O. The product is [NH:30]1[C:25]2[C:24](=[CH:29][CH:28]=[CH:27][CH:26]=2)[CH2:23][N:22]([C:19]2[CH:18]=[CH:17][C:16]([O:15][C:6]3[C:5]4[C:10](=[CH:11][C:12]([O:13][CH3:14])=[C:3]([O:2][CH3:1])[CH:4]=4)[N:9]=[CH:8][CH:7]=3)=[CH:21][CH:20]=2)[C:31]1=[O:32]. The yield is 0.0705. (3) The reactants are C(O)(C(F)(F)F)=O.[Na].[CH3:9][O:10][C:11]1[C:16]([O:17][CH3:18])=[CH:15][C:14]([C:19](=[O:26])[CH2:20][C:21]([O:23][CH2:24][CH3:25])=[O:22])=[C:13](/[N:27]=[N:28]/N2CCCC2)[CH:12]=1. No catalyst specified. The product is [CH3:18][O:17][C:16]1[CH:15]=[C:14]2[C:13](=[CH:12][C:11]=1[O:10][CH3:9])[NH:27][N:28]=[C:20]([C:21]([O:23][CH2:24][CH3:25])=[O:22])[C:19]2=[O:26]. The yield is 0.510. (4) The reactants are CO.[CH2:3](Cl)CCl.[Cl:7][C:8]1[CH:13]=[C:12]([O:14][CH3:15])[CH:11]=[CH:10][C:9]=1[CH2:16][C:17]([OH:19])=[O:18].Cl. The catalyst is CN(C1C=CN=CC=1)C.C(Cl)Cl.C(N(CC)CC)C. The product is [CH3:3][O:18][C:17](=[O:19])[CH2:16][C:9]1[CH:10]=[CH:11][C:12]([O:14][CH3:15])=[CH:13][C:8]=1[Cl:7]. The yield is 0.880. (5) The reactants are [Br:1][C:2]1[CH:8]=[C:7]([CH3:9])[C:5]([NH2:6])=[C:4]([CH3:10])[CH:3]=1.[CH3:11][O:12][CH2:13][CH2:14][O:15][C:16](Cl)=[O:17].O. The catalyst is C(#N)C. The product is [CH3:11][O:12][CH2:13][CH2:14][O:15][C:16](=[O:17])[NH:6][C:5]1[C:7]([CH3:9])=[CH:8][C:2]([Br:1])=[CH:3][C:4]=1[CH3:10]. The yield is 0.820. (6) The reactants are [OH-].[Na+].Cl[CH2:4][CH2:5][C:6]([C:8]1[CH:13]=[CH:12][C:11]([OH:14])=[CH:10][C:9]=1[OH:15])=[O:7]. The catalyst is S(=O)(=O)(O)O. The product is [OH:14][C:11]1[CH:10]=[C:9]2[C:8]([C:6](=[O:7])[CH2:5][CH2:4][O:15]2)=[CH:13][CH:12]=1. The yield is 0.810. (7) The reactants are C([O:8][C:9]1[CH:30]=[C:29]([Cl:31])[C:12]([CH2:13][C@@H:14]2[CH2:18][CH2:17][N:16]([CH:19]3[C:27]4[NH:26][N:25]=[CH:24][C:23]=4[CH2:22][CH2:21][CH2:20]3)[C:15]2=[O:28])=[C:11]([Cl:32])[CH:10]=1)C1C=CC=CC=1.CS(O)(=O)=O. The catalyst is CSC. The product is [Cl:31][C:29]1[CH:30]=[C:9]([OH:8])[CH:10]=[C:11]([Cl:32])[C:12]=1[CH2:13][C@@H:14]1[CH2:18][CH2:17][N:16]([CH:19]2[C:27]3[NH:26][N:25]=[CH:24][C:23]=3[CH2:22][CH2:21][CH2:20]2)[C:15]1=[O:28]. The yield is 1.00. (8) The reactants are O=[C:2]1[CH2:19][CH2:18][C:5]2([CH2:10][CH2:9][N:8]([C:11]([O:13][C:14]([CH3:17])([CH3:16])[CH3:15])=[O:12])[CH2:7][CH2:6]2)[CH2:4][CH2:3]1.[NH3:20].CO.[BH4-].[Na+]. The catalyst is CCO. The product is [NH2:20][CH:2]1[CH2:19][CH2:18][C:5]2([CH2:10][CH2:9][N:8]([C:11]([O:13][C:14]([CH3:17])([CH3:16])[CH3:15])=[O:12])[CH2:7][CH2:6]2)[CH2:4][CH2:3]1. The yield is 0.224.